Task: Predict the product of the given reaction.. Dataset: Forward reaction prediction with 1.9M reactions from USPTO patents (1976-2016) Given the reactants [CH2:1]([O:4][C:5]1[C:6](=[O:12])[CH:7]=[CH:8][C:9](=[O:11])[CH:10]=1)[CH:2]=[CH2:3].[CH3:13][C:14]1([CH3:22])[C:19]([CH:20]=[CH2:21])=[CH:18][CH2:17][CH2:16][CH2:15]1, predict the reaction product. The product is: [CH2:1]([O:4][C:5]1[C:6](=[O:12])[C:7]2[C:8](=[CH:21][CH:20]=[C:19]3[C:18]=2[CH2:17][CH2:16][CH2:15][C:14]3([CH3:22])[CH3:13])[C:9](=[O:11])[CH:10]=1)[CH:2]=[CH2:3].